This data is from Peptide-MHC class I binding affinity with 185,985 pairs from IEDB/IMGT. The task is: Regression. Given a peptide amino acid sequence and an MHC pseudo amino acid sequence, predict their binding affinity value. This is MHC class I binding data. (1) The peptide sequence is YHHFKTIEL. The MHC is HLA-A66:01 with pseudo-sequence HLA-A66:01. The binding affinity (normalized) is 0.213. (2) The peptide sequence is YKELCDAVY. The MHC is HLA-A29:02 with pseudo-sequence HLA-A29:02. The binding affinity (normalized) is 0.254. (3) The peptide sequence is AAHSARPPPY. The MHC is HLA-A29:02 with pseudo-sequence HLA-A29:02. The binding affinity (normalized) is 0.482. (4) The peptide sequence is YWHLTPEKGW. The MHC is Mamu-B17 with pseudo-sequence Mamu-B17. The binding affinity (normalized) is 0.0698. (5) The peptide sequence is AEQSRIFEEL. The MHC is HLA-B45:01 with pseudo-sequence HLA-B45:01. The binding affinity (normalized) is 0.507. (6) The peptide sequence is PSEKRIGAY. The MHC is HLA-B38:01 with pseudo-sequence HLA-B38:01. The binding affinity (normalized) is 0.0847.